From a dataset of Peptide-MHC class I binding affinity with 185,985 pairs from IEDB/IMGT. Regression. Given a peptide amino acid sequence and an MHC pseudo amino acid sequence, predict their binding affinity value. This is MHC class I binding data. (1) The peptide sequence is VMLDWGIEL. The MHC is HLA-A24:03 with pseudo-sequence HLA-A24:03. The binding affinity (normalized) is 0.0847. (2) The peptide sequence is TLAGAWGDLW. The MHC is Mamu-B17 with pseudo-sequence Mamu-B17. The binding affinity (normalized) is 0.574. (3) The peptide sequence is FPYSTFPII. The MHC is Mamu-B01 with pseudo-sequence Mamu-B01. The binding affinity (normalized) is 0.00284. (4) The MHC is HLA-A11:01 with pseudo-sequence HLA-A11:01. The peptide sequence is RPIVSTQLL. The binding affinity (normalized) is 0.0847. (5) The peptide sequence is FQPQNGNFI. The MHC is H-2-Kb with pseudo-sequence H-2-Kb. The binding affinity (normalized) is 0.170. (6) The peptide sequence is RKRLMSMVK. The MHC is HLA-B58:01 with pseudo-sequence HLA-B58:01. The binding affinity (normalized) is 0.0847. (7) The peptide sequence is ALMPLYACI. The MHC is HLA-A68:01 with pseudo-sequence HLA-A68:01. The binding affinity (normalized) is 0.